From a dataset of Forward reaction prediction with 1.9M reactions from USPTO patents (1976-2016). Predict the product of the given reaction. Given the reactants FC1C=C(C=CC=1)C[O:6][C:7](=[O:25])[CH:8]=[CH:9][C:10]1[CH:15]=[CH:14][C:13]([O:16][CH2:17][C:18]2[CH:23]=[CH:22][CH:21]=[C:20]([F:24])[CH:19]=2)=[CH:12][CH:11]=1.[OH-].[Na+].Cl, predict the reaction product. The product is: [F:24][C:20]1[CH:19]=[C:18]([CH:23]=[CH:22][CH:21]=1)[CH2:17][O:16][C:13]1[CH:12]=[CH:11][C:10]([CH:9]=[CH:8][C:7]([OH:25])=[O:6])=[CH:15][CH:14]=1.